From a dataset of Peptide-MHC class II binding affinity with 134,281 pairs from IEDB. Regression. Given a peptide amino acid sequence and an MHC pseudo amino acid sequence, predict their binding affinity value. This is MHC class II binding data. The peptide sequence is SVRFSWLSLLVPFVQWF. The MHC is DRB5_0101 with pseudo-sequence DRB5_0101. The binding affinity (normalized) is 0.207.